From a dataset of Full USPTO retrosynthesis dataset with 1.9M reactions from patents (1976-2016). Predict the reactants needed to synthesize the given product. (1) Given the product [CH3:41][O:40][C:36]1[CH:35]=[C:34]([CH:42]=[CH:43][CH:44]=[O:45])[CH:33]=[C:32]([O:31][CH3:30])[C:37]=1[O:38][CH3:39].[CH3:46][O:47][C:48]1[CH:49]=[C:50]2[C:51]([CH:42]([C:34]3[CH:33]=[C:32]([O:31][CH3:30])[C:37]([O:38][CH3:39])=[C:36]([O:40][CH3:41])[CH:35]=3)[CH2:43][CH:44]([OH:45])[O:54]2)=[CH:52][CH:53]=1, predict the reactants needed to synthesize it. The reactants are: BrC1C=C(C=CC=O)C=C(OC)C=1OC.COC1C=C(C=C(OC)C=1OC)C=O.[CH3:30][O:31][C:32]1[CH:33]=[C:34]([CH:42]=[CH:43][CH:44]=[O:45])[CH:35]=[C:36]([O:40][CH3:41])[C:37]=1[O:38][CH3:39].[CH3:46][O:47][C:48]1[CH:49]=[C:50]([OH:54])[CH:51]=[CH:52][CH:53]=1.N1CCOCC1. (2) Given the product [Cl:16][C:10](=[O:12])[CH2:9][P:4](=[O:5])([O:6][CH2:7][CH3:8])[O:3][CH2:1][CH3:2], predict the reactants needed to synthesize it. The reactants are: [CH2:1]([O:3][P:4]([CH2:9][C:10]([OH:12])=O)([O:6][CH2:7][CH3:8])=[O:5])[CH3:2].C(Cl)(=O)C([Cl:16])=O.CN(C=O)C. (3) The reactants are: [F:1][C:2]1[CH:7]=[CH:6][C:5]([C:8]2([CH2:21][O:22][CH2:23][C:24]3[CH:25]=[C:26]([C:33]([F:36])([F:35])[F:34])[CH:27]=[C:28]4[C:32]=3[NH:31][N:30]=[CH:29]4)[CH2:13][CH2:12][N:11](C(OC(C)(C)C)=O)[CH2:10][CH2:9]2)=[CH:4][CH:3]=1. Given the product [F:1][C:2]1[CH:7]=[CH:6][C:5]([C:8]2([CH2:21][O:22][CH2:23][C:24]3[CH:25]=[C:26]([C:33]([F:34])([F:35])[F:36])[CH:27]=[C:28]4[C:32]=3[NH:31][N:30]=[CH:29]4)[CH2:13][CH2:12][NH:11][CH2:10][CH2:9]2)=[CH:4][CH:3]=1, predict the reactants needed to synthesize it.